Dataset: Forward reaction prediction with 1.9M reactions from USPTO patents (1976-2016). Task: Predict the product of the given reaction. (1) Given the reactants Br[C:2]1[CH:3]=[N:4][C:5]2[CH2:6][CH2:7][N:8]([C:12]([C:14]3[N:19]=[CH:18][N:17]=[C:16]([N:20]4[CH2:25][CH2:24][CH:23]([N:26]5[CH2:32][CH2:31][C:30]6[CH:33]=[C:34]([O:37][CH3:38])[CH:35]=[CH:36][C:29]=6[NH:28][C:27]5=[O:39])[CH2:22][CH2:21]4)[CH:15]=3)=[O:13])[CH2:9][C:10]=2[CH:11]=1.[H][H], predict the reaction product. The product is: [N:4]1[C:5]2[CH2:6][CH2:7][N:8]([C:12]([C:14]3[N:19]=[CH:18][N:17]=[C:16]([N:20]4[CH2:25][CH2:24][CH:23]([N:26]5[CH2:32][CH2:31][C:30]6[CH:33]=[C:34]([O:37][CH3:38])[CH:35]=[CH:36][C:29]=6[NH:28][C:27]5=[O:39])[CH2:22][CH2:21]4)[CH:15]=3)=[O:13])[CH2:9][C:10]=2[CH:11]=[CH:2][CH:3]=1. (2) Given the reactants [N+:1]([C:4]1[CH:5]=[C:6]([NH:10][C:11](=[O:15])[C:12]([OH:14])=O)[CH:7]=[CH:8][CH:9]=1)([O-:3])=[O:2].[CH2:16]([CH:23]1[CH2:28][CH2:27][NH:26][CH2:25][CH2:24]1)[C:17]1[CH:22]=[CH:21][CH:20]=[CH:19][CH:18]=1, predict the reaction product. The product is: [CH2:16]([CH:23]1[CH2:28][CH2:27][N:26]([C:12](=[O:14])[C:11]([NH:10][C:6]2[CH:7]=[CH:8][CH:9]=[C:4]([N+:1]([O-:3])=[O:2])[CH:5]=2)=[O:15])[CH2:25][CH2:24]1)[C:17]1[CH:22]=[CH:21][CH:20]=[CH:19][CH:18]=1. (3) Given the reactants [N:1]1[CH:6]=[CH:5][CH:4]=[N:3][C:2]=1[NH:7][CH2:8][CH2:9][CH2:10][O:11][C:12]1[CH:28]=[CH:27][C:15]2[CH2:16][CH:17]([CH2:22][C:23]([O:25]C)=[O:24])[C:18](=[O:21])[NH:19][CH2:20][C:14]=2[CH:13]=1.Cl.O1CCOCC1.[H][H], predict the reaction product. The product is: [NH:3]1[CH2:4][CH2:5][CH2:6][N:1]=[C:2]1[NH:7][CH2:8][CH2:9][CH2:10][O:11][C:12]1[CH:28]=[CH:27][C:15]2[CH2:16][CH:17]([CH2:22][C:23]([OH:25])=[O:24])[C:18](=[O:21])[NH:19][CH2:20][C:14]=2[CH:13]=1. (4) Given the reactants [F:1][C:2]1[C:3]([I:12])=[C:4]([C:8]([CH3:11])=[CH:9][CH:10]=1)[C:5]([OH:7])=[O:6].C([O-])([O-])=O.[K+].[K+].[CH2:19](I)[CH3:20], predict the reaction product. The product is: [CH2:19]([O:6][C:5](=[O:7])[C:4]1[C:8]([CH3:11])=[CH:9][CH:10]=[C:2]([F:1])[C:3]=1[I:12])[CH3:20]. (5) Given the reactants [F:1][C:2]1[CH:18]=[CH:17][CH:16]=[C:15]([F:19])[C:3]=1[CH2:4][N:5]1[CH:9]=[C:8]([C:10](OCC)=[O:11])[N:7]=[N:6]1.[NH3:20].C(O)=O, predict the reaction product. The product is: [CH:17]1[CH:16]=[C:15]([F:19])[C:3]([CH2:4][N:5]2[N:6]=[N:7][C:8]([C:10]([NH2:20])=[O:11])=[CH:9]2)=[C:2]([F:1])[CH:18]=1.